This data is from M1 muscarinic receptor antagonist screen with 61,756 compounds. The task is: Binary Classification. Given a drug SMILES string, predict its activity (active/inactive) in a high-throughput screening assay against a specified biological target. (1) The drug is s1c(NC2(NC(=O)N(C3CCCCC3)C2=O)C(F)(F)F)nc2c1cccc2. The result is 1 (active). (2) The drug is s1c(NC(=O)CN2CCOCC2)nnc1CCC. The result is 0 (inactive). (3) The molecule is Fc1ccc(NC=2N(Cc3ccccc3)C(=O)CCN2)cc1. The result is 0 (inactive). (4) The drug is s1c2c(n(c(C(=O)NCCCN3CCOCC3)c2)Cc2ccc(cc2)C)cc1. The result is 1 (active).